Binary Classification. Given a miRNA mature sequence and a target amino acid sequence, predict their likelihood of interaction. From a dataset of Experimentally validated miRNA-target interactions with 360,000+ pairs, plus equal number of negative samples. (1) The miRNA is hsa-miR-4769-5p with sequence GGUGGGAUGGAGAGAAGGUAUGAG. The protein sequence of the target gene is MAEARKRRELLPLIYHHLLQAGYVRAAREVKEQSGQKSFLTQPVTLLDIYTHWQQTSELGQKQKAEDDETLQAKKSRVSDPVSSSESSDQEKEEEAATERAKATPRPTPVNSATAALPSKVKEKGKTKTANKTVNSVSHPGSGKTVVHLLSGKSPKKSAEPLANTVLASETEEEGNAQALGPTAKSGTVSAGQGSSSSEDSSISSDETDVEVKSPAKPAQAKASAAPAKDPPARTAPGPTKLGNVAPTPAKPARAAAAAAAAAVAAAAAAAAEESESSEEDSDSEDEAPAGLPSQVKASG.... Result: 0 (no interaction). (2) The miRNA is mmu-miR-466m-3p with sequence UACAUACACACAUACACACGCA. The protein sequence of the target gene is MKLSTSGLGQQGHEGEKCLNSELWHACAGPLVSLPSSGSRVVYFPQGHSEQVAATTNKEVDGHIPNYPSLPPQLICQLHNVTMHADVETDEVYAQMTLQPLTPEEQKETFVPIELGIPSKQPSNYFCKTLTASDTSTHGGFSVPRRAAEKVFPPLDYTLQPPAQELIARDLHDVEWKFRHIFRGQPKRHLLTTGWSVFVSAKRLVAGDSVIFIRNEKNQLFLGIRHATRPQTIVPSSVLSSDSMHIGLLAAAAHASATNSCFTVFFHPRASQSEFVIQLSKYIKAVFHTRISVGMRFRML.... Result: 0 (no interaction). (3) The miRNA is hsa-let-7d-5p with sequence AGAGGUAGUAGGUUGCAUAGUU. Result: 0 (no interaction). The protein sequence of the target gene is MWPQDPSRKEVLRFAVSCRILTLMLQALFNAIIPDHHAEAFSPPRLAPSGFVDQLVEGLLGGLSHWDAEHFLFIAEHGYLYEHNFAFFPGFPLALLVGTELLRPLRGLLSLRSCLLISVASLNFLFFMLAAVALHDLGCLVLHCPHQSFYAALLFCLSPANVFLAAGYSEALFALLTFSAMGQLERGRVWTSVLLFAFATGVRSNGLVSVGFLMHSQCQGFFSSLTMLNPLRQLFKLMASLFLSVFTLGLPFALFQYYAYTQFCLPGSARPIPEPLVQLAVDKGYRIAEGNEPPWCFWDV.... (4) The miRNA is hsa-miR-503-5p with sequence UAGCAGCGGGAACAGUUCUGCAG. The protein sequence of the target gene is MKLPARVFFTLGSRLPCGLAPRRFFSYGTKILYQNTEALQSKFFSPLQKAMLPPNSFQGKVAFITGGGTGLGKGMTTLLSSLGAQCVIASRKMDVLKATAEQISSQTGNKVHAIQCDVRDPDMVQNTVSELIKVAGHPNIVINNAAGNFISPTERLSPNAWKTITDIVLNGTAFVTLEIGKQLIKAQKGAAFLSITTIYAETGSGFVVPSASAKAGVEAMSKSLAAEWGKYGMRFNVIQPGPIKTKGAFSRLDPTGTFEKEMIGRIPCGRLGTVEELANLAAFLCSDYASWINGAVIKFD.... Result: 1 (interaction). (5) The miRNA is hsa-miR-4430 with sequence AGGCUGGAGUGAGCGGAG. The protein sequence of the target gene is MPWDARRPGGGADGGPEASGAARSRAQKQCRKSSFAFYQAVRDLLPVWLLEDMRASEAFHWDERGRAAAYSPSEALLYALVHDHQAYAHYLLATFPRRALAPPSAGFRCCAAPGPHVALAVRYNRVGILRRILRTLRDFPAEERARVLDRRGCSRVEGGGTSLHVACELARPECLFLLLGHGASPGLRDGGGLTPLELLLRQLGRDAGATPSAAGAPASAPGEPRQRRLLLLDLLALYTPVGAAGSARQELLGDRPRWQRLLGEDKFQWLAGLAPPSLFARAMQVLVTAISPGRFPEALD.... Result: 1 (interaction). (6) Result: 0 (no interaction). The protein sequence of the target gene is MERPSLRALLLGAAGLLLLLLPLSSSSSSDTCGPCEPASCPPLPPLGCLLGETRDACGCCPMCARGEGEPCGGGGAGRGYCAPGMECVKSRKRRKGKAGAAAGGPGVSGVCVCKSRYPVCGSDGTTYPSGCQLRAASQRAESRGEKAITQVSKGTCEQGPSIVTPPKDIWNVTGAQVYLSCEVIGIPTPVLIWNKVKRGHYGVQRTELLPGDRDNLAIQTRGGPEKHEVTGWVLVSPLSKEDAGEYECHASNSQGQASASAKITVVDALHEIPVKKGEGAEL. The miRNA is dre-miR-200b-3p with sequence UAAUACUGCCUGGUAAUGAUGA.